From a dataset of Reaction yield outcomes from USPTO patents with 853,638 reactions. Predict the reaction yield, written as a fraction of the theoretical maximum amount of product (1.0 means a 100% yield; for example, 0.34 means a 34% yield). (1) The reactants are [OH-].[Na+].[O:3]1[CH2:7][CH2:6][CH:5]([C:8]([OH:10])=O)[CH2:4]1.S(Cl)(Cl)=O.C(N(CC)CC)C.[CH2:22]([N:29]1[CH2:30][N:29]([CH2:22][C:23]2[CH:28]=[CH:27][CH:26]=[CH:25][CH:24]=2)[CH2:30][N:29]([CH2:22][C:23]2[CH:28]=[CH:27][CH:26]=[CH:25][CH:24]=2)[CH2:30]1)[C:23]1[CH:28]=[CH:27][CH:26]=[CH:25][CH:24]=1.C([O+]([B-](F)(F)F)CC)C. The catalyst is C(Cl)Cl.N1C=CC=CC=1.O. The product is [CH2:22]([N:29]1[CH2:30][C:5]2([CH2:6][CH2:7][O:3][CH2:4]2)[C:8]1=[O:10])[C:23]1[CH:28]=[CH:27][CH:26]=[CH:25][CH:24]=1. The yield is 0.910. (2) The reactants are [Cl:1][C:2]1[CH:7]=[CH:6][C:5]([C@H:8]2[C@H:13]([O:14]/C=C/C)[C@@H:12]([O:18]/C=C/C)[C@H:11]([O:22]/C=C/C)[C@@H:10]([CH2:26][O:27]/C=C/C)[NH:9]2)=[CH:4][C:3]=1[CH2:31][C:32]1[CH:37]=[CH:36][C:35]([O:38][CH2:39][CH3:40])=[CH:34][CH:33]=1. The catalyst is C1COCC1.CC(O)=O. The product is [Cl:1][C:2]1[CH:7]=[CH:6][C:5]([C@H:8]2[C@H:13]([OH:14])[C@@H:12]([OH:18])[C@H:11]([OH:22])[C@@H:10]([CH2:26][OH:27])[NH:9]2)=[CH:4][C:3]=1[CH2:31][C:32]1[CH:33]=[CH:34][C:35]([O:38][CH2:39][CH3:40])=[CH:36][CH:37]=1. The yield is 0.460. (3) The reactants are [OH:1][C:2]1[CH:7]=[CH:6][C:5]([CH:8]([CH3:13])C(OC)=O)=[CH:4][CH:3]=1.[C:14](=[O:17])([O-])[O-:15].[K+].[K+].Br[CH2:21][CH:22]1[CH2:24][CH2:23]1.[OH-].[Na+].Cl. The catalyst is CC(=O)CC. The product is [CH:22]1([CH2:21][O:1][C:2]2[CH:3]=[CH:4][C:5]([CH2:8][CH2:13][C:14]([OH:15])=[O:17])=[CH:6][CH:7]=2)[CH2:24][CH2:23]1. The yield is 0.600. (4) The reactants are [CH2:1]([NH:3][CH:4]1[CH2:9][CH2:8][C:7]([C:10]2[C:18]3[C:13](=[CH:14][CH:15]=[C:16]([N+:19]([O-:21])=[O:20])[CH:17]=3)[NH:12][CH:11]=2)=[CH:6][CH2:5]1)[CH3:2].CCN(CC)CC.[CH3:29][C:30]([O:33][C:34](O[C:34]([O:33][C:30]([CH3:32])([CH3:31])[CH3:29])=[O:35])=[O:35])([CH3:32])[CH3:31]. The catalyst is O1CCOCC1. The product is [CH2:1]([N:3]([CH:4]1[CH2:9][CH2:8][C:7]([C:10]2[C:18]3[C:13](=[CH:14][CH:15]=[C:16]([N+:19]([O-:21])=[O:20])[CH:17]=3)[NH:12][CH:11]=2)=[CH:6][CH2:5]1)[C:34](=[O:35])[O:33][C:30]([CH3:32])([CH3:31])[CH3:29])[CH3:2]. The yield is 0.780. (5) The reactants are CN(C(ON1N=NC2C=CC=NC1=2)=[N+](C)C)C.F[P-](F)(F)(F)(F)F.[NH2:25][CH2:26][C:27]1[C:28]([F:44])=[C:29]([O:34][C:35]2[CH:36]=[C:37]([CH:40]=[C:41]([Cl:43])[CH:42]=2)[C:38]#[N:39])[C:30]([Cl:33])=[CH:31][CH:32]=1.[Cl:45][C:46]1[CH:47]=[C:48]2[C:52](=[CH:53][CH:54]=1)[NH:51][C:50]([C:55](O)=[O:56])=[CH:49]2.CCN(C(C)C)C(C)C. The catalyst is CN(C=O)C.C(OCC)(=O)C.O. The product is [Cl:45][C:46]1[CH:47]=[C:48]2[C:52](=[CH:53][CH:54]=1)[NH:51][C:50]([C:55]([NH:25][CH2:26][C:27]1[CH:32]=[CH:31][C:30]([Cl:33])=[C:29]([O:34][C:35]3[CH:36]=[C:37]([C:38]#[N:39])[CH:40]=[C:41]([Cl:43])[CH:42]=3)[C:28]=1[F:44])=[O:56])=[CH:49]2. The yield is 0.570.